Task: Predict the reactants needed to synthesize the given product.. Dataset: Full USPTO retrosynthesis dataset with 1.9M reactions from patents (1976-2016) (1) The reactants are: [Cl:1][C:2]1[CH:7]=[CH:6][CH:5]=[CH:4][C:3]=1[CH:8]=[CH2:9].C(N(CC)CC)C.Cl[O-].[Na+].[OH:20][N:21]=[CH:22][C:23]1[N:24]=[C:25]([CH:28]2[CH2:33][CH2:32][N:31]([C:34](=[O:46])[CH2:35][N:36]3[C:40]([CH3:41])=[CH:39][C:38]([C:42]([F:45])([F:44])[F:43])=[N:37]3)[CH2:30][CH2:29]2)[S:26][CH:27]=1. Given the product [Cl:1][C:2]1[CH:7]=[CH:6][CH:5]=[CH:4][C:3]=1[CH:8]1[O:20][N:21]=[C:22]([C:23]2[N:24]=[C:25]([CH:28]3[CH2:29][CH2:30][N:31]([C:34](=[O:46])[CH2:35][N:36]4[C:40]([CH3:41])=[CH:39][C:38]([C:42]([F:45])([F:43])[F:44])=[N:37]4)[CH2:32][CH2:33]3)[S:26][CH:27]=2)[CH2:9]1, predict the reactants needed to synthesize it. (2) Given the product [C:21]([C:23]1[CH:28]=[CH:27][C:26]([C:2]2[CH:3]=[CH:4][N:5]3[C:10]([C:11]=2[CH3:12])=[C:9]([CH:13]2[CH2:15][CH2:14]2)[CH:8]=[C:7]([C:16]([O:18][CH3:19])=[O:17])[C:6]3=[O:20])=[CH:25][CH:24]=1)#[N:22], predict the reactants needed to synthesize it. The reactants are: Cl[C:2]1[CH:3]=[CH:4][N:5]2[C:10]([C:11]=1[CH3:12])=[C:9]([CH:13]1[CH2:15][CH2:14]1)[CH:8]=[C:7]([C:16]([O:18][CH3:19])=[O:17])[C:6]2=[O:20].[C:21]([C:23]1[CH:28]=[CH:27][C:26](B(O)O)=[CH:25][CH:24]=1)#[N:22]. (3) Given the product [Br:1][C:2]1[CH:14]=[C:13]([C:15]([NH2:16])=[O:17])[C:12]2[NH:11][C:10]3[C:5]([C:4]=2[CH:3]=1)=[CH:6][CH:7]=[C:26]([C:27]([OH:28])([CH3:23])[CH3:29])[CH:9]=3, predict the reactants needed to synthesize it. The reactants are: [Br:1][C:2]1[CH:3]=[C:4]2[C:12](=[C:13]([C:15](=[O:17])[NH2:16])[CH:14]=1)[NH:11][C:10]1[CH:9]=C(C(OCC)=O)[CH:7]=[CH:6][C:5]2=1.[CH3:23][Mg]Br.[CH3:26][C:27]([CH3:29])=[O:28].[NH4+].[Cl-]. (4) Given the product [C:27]1([C:17]2[C:16]3[C:11](=[C:12]([C:19]([F:22])([F:21])[F:20])[CH:13]=[CH:14][CH:15]=3)[N:10]=[CH:9][C:8]=2[S:7][C:1]2[CH:6]=[CH:5][CH:4]=[CH:3][CH:2]=2)[CH:32]=[CH:31][CH:30]=[CH:29][CH:28]=1, predict the reactants needed to synthesize it. The reactants are: [C:1]1([S:7][C:8]2[CH:9]=[N:10][C:11]3[C:16]([C:17]=2O)=[CH:15][CH:14]=[CH:13][C:12]=3[C:19]([F:22])([F:21])[F:20])[CH:6]=[CH:5][CH:4]=[CH:3][CH:2]=1.BrC1C=N[C:27]2[C:32](C=1O)=[CH:31][CH:30]=[CH:29][C:28]=2C(F)(F)F.C1(S)C=CC=CC=1.[Na].O. (5) The reactants are: [CH2:1]([C@@H:3]1[N:8]([CH2:9][C:10]2[CH:15]=[CH:14][C:13]([F:16])=[CH:12][CH:11]=2)[C:7](=[O:17])[C:6]([C:18]2[N:19]=[S:20]([CH3:32])(=[O:31])[C:21]3[CH:27]=[C:26]([N+:28]([O-])=O)[CH:25]=[CH:24][C:22]=3[N:23]=2)=[C:5]([OH:33])[CH2:4]1)[CH3:2]. Given the product [NH2:28][C:26]1[CH:25]=[CH:24][C:22]2[N:23]=[C:18]([C:6]3[C:7](=[O:17])[N:8]([CH2:9][C:10]4[CH:11]=[CH:12][C:13]([F:16])=[CH:14][CH:15]=4)[CH:3]([CH2:1][CH3:2])[CH2:4][C:5]=3[OH:33])[N:19]=[S:20]([CH3:32])(=[O:31])[C:21]=2[CH:27]=1.[NH2:28][C:26]1[CH:25]=[CH:24][C:22]2[N:23]=[C:18]([C:6]3[C:7](=[O:17])[N:8]([CH2:9][C:10]4[CH:11]=[CH:12][C:13]([F:16])=[CH:14][CH:15]=4)[C@@H:3]([CH2:1][CH3:2])[CH2:4][C:5]=3[OH:33])[N:19]=[S:20]([CH3:32])(=[O:31])[C:21]=2[CH:27]=1, predict the reactants needed to synthesize it.